From a dataset of Full USPTO retrosynthesis dataset with 1.9M reactions from patents (1976-2016). Predict the reactants needed to synthesize the given product. (1) Given the product [O:4]1[CH2:5][CH2:6][N:1]([N:7]=[CH:11][C:10]2[CH:13]=[CH:14][C:15]([OH:18])=[C:16]([OH:17])[C:9]=2[OH:8])[CH2:2][CH2:3]1, predict the reactants needed to synthesize it. The reactants are: [N:1]1([NH2:7])[CH2:6][CH2:5][O:4][CH2:3][CH2:2]1.[OH:8][C:9]1[C:16]([OH:17])=[C:15]([OH:18])[CH:14]=[CH:13][C:10]=1[CH:11]=O. (2) Given the product [F:1][C:2]1[CH:8]=[CH:7][CH:6]=[C:5]([N+:9]([O-:11])=[O:10])[C:3]=1[S:16][C:17]#[N:18], predict the reactants needed to synthesize it. The reactants are: [F:1][C:2]1[CH:8]=[CH:7][CH:6]=[C:5]([N+:9]([O-:11])=[O:10])[C:3]=1N.N([O-])=O.[Na+].[S-:16][C:17]#[N:18].[K+]. (3) Given the product [CH:14]([Si:4]([CH:11]([CH3:13])[CH3:12])([CH:1]([CH3:3])[CH3:2])[O:5][CH:6]1[CH2:7][NH:8][C:17](=[O:20])[NH:10][CH2:9]1)([CH3:16])[CH3:15], predict the reactants needed to synthesize it. The reactants are: [CH:1]([Si:4]([CH:14]([CH3:16])[CH3:15])([CH:11]([CH3:13])[CH3:12])[O:5][CH:6]([CH2:9][NH2:10])[CH2:7][NH2:8])([CH3:3])[CH3:2].[C:17](SC)(=[O:20])SC. (4) Given the product [CH3:11][C:8](=[CH2:9])[CH:7]([C:1]1[CH:6]=[CH:5][CH:4]=[CH:3][CH:2]=1)[CH2:13][C:12]([O:16][CH3:17])=[O:14], predict the reactants needed to synthesize it. The reactants are: [C:1]1([CH:7]=[C:8]([CH3:11])[CH2:9]O)[CH:6]=[CH:5][CH:4]=[CH:3][CH:2]=1.[C:12](OC)([O:16][CH3:17])([O:14]C)[CH3:13].C(O)(=O)CC. (5) Given the product [Cl:1][C:2]1[CH:3]=[C:4]([C@@H:8]2[C@@H:13]([C:14]3[CH:15]=[CH:16][C:17]([Cl:20])=[CH:18][CH:19]=3)[N:12]([CH2:21][C:22]3[CH:27]=[CH:26][C:25]([O:28][CH3:29])=[CH:24][C:23]=3[O:30][CH3:31])[C:11](=[O:32])[CH:10]([CH3:36])[CH2:9]2)[CH:5]=[CH:6][CH:7]=1, predict the reactants needed to synthesize it. The reactants are: [Cl:1][C:2]1[CH:3]=[C:4]([C@@H:8]2[C@@H:13]([C:14]3[CH:19]=[CH:18][C:17]([Cl:20])=[CH:16][CH:15]=3)[N:12]([CH2:21][C:22]3[CH:27]=[CH:26][C:25]([O:28][CH3:29])=[CH:24][C:23]=3[O:30][CH3:31])[C:11](=[O:32])[CH2:10][CH2:9]2)[CH:5]=[CH:6][CH:7]=1.IC.[Li+].[CH3:36][Si]([N-][Si](C)(C)C)(C)C. (6) Given the product [Cl:1][C:2]1[CH:7]=[C:6]([Cl:8])[C:5]([C:9]2[N:17]=[C:16]([Cl:18])[N:15]=[C:14]3[C:10]=2[N:11]=[CH:12][N:13]3[CH2:19][C:20]2[CH:21]=[CH:22][C:23]([O:26][CH3:27])=[CH:24][CH:25]=2)=[CH:4][C:3]=1[O:28][CH2:36][CH2:37][N:38]1[CH2:42][CH2:41][CH2:40][C:39]1=[O:43], predict the reactants needed to synthesize it. The reactants are: [Cl:1][C:2]1[CH:7]=[C:6]([Cl:8])[C:5]([C:9]2[N:17]=[C:16]([Cl:18])[N:15]=[C:14]3[C:10]=2[N:11]=[CH:12][N:13]3[CH2:19][C:20]2[CH:25]=[CH:24][C:23]([O:26][CH3:27])=[CH:22][CH:21]=2)=[CH:4][C:3]=1[OH:28].C(=O)([O-])[O-].[Cs+].[Cs+].Cl[CH2:36][CH2:37][N:38]1[CH2:42][CH2:41][CH2:40][C:39]1=[O:43]. (7) Given the product [CH2:30]([N:15]([CH2:14][CH2:13][C:11]1[O:10][N:9]=[C:8]([C:5]2[CH:4]=[CH:3][C:2]([F:1])=[CH:7][N:6]=2)[CH:12]=1)[C:16](=[O:29])[C:17]1[CH:22]=[C:21]([CH3:23])[CH:20]=[CH:19][C:18]=1[N:24]1[N:28]=[CH:27][CH:26]=[N:25]1)[CH3:31], predict the reactants needed to synthesize it. The reactants are: [F:1][C:2]1[CH:3]=[CH:4][C:5]([C:8]2[CH:12]=[C:11]([CH2:13][CH2:14][NH:15][C:16](=[O:29])[C:17]3[CH:22]=[C:21]([CH3:23])[CH:20]=[CH:19][C:18]=3[N:24]3[N:28]=[CH:27][CH:26]=[N:25]3)[O:10][N:9]=2)=[N:6][CH:7]=1.[CH2:30](I)[CH3:31]. (8) Given the product [CH2:23]([N:9]([C:10]1[C:11]([F:20])=[C:12]([CH:17]=[CH:18][CH:19]=1)[C:13]([O:15][CH3:16])=[O:14])[C:1](=[O:8])[C:2]1[CH:3]=[CH:4][CH:5]=[CH:6][CH:7]=1)[CH3:24], predict the reactants needed to synthesize it. The reactants are: [C:1]([NH:9][C:10]1[C:11]([F:20])=[C:12]([CH:17]=[CH:18][CH:19]=1)[C:13]([O:15][CH3:16])=[O:14])(=[O:8])[C:2]1[CH:7]=[CH:6][CH:5]=[CH:4][CH:3]=1.[H-].[Na+].[CH2:23](I)[CH3:24].O. (9) Given the product [Br:32][CH2:29][CH2:28][O:27][CH2:26][CH2:25][O:24][CH2:23][CH2:22][O:21][CH2:20][CH2:19][O:18][Si:1]([C:14]([CH3:17])([CH3:16])[CH3:15])([C:8]1[CH:13]=[CH:12][CH:11]=[CH:10][CH:9]=1)[C:2]1[CH:7]=[CH:6][CH:5]=[CH:4][CH:3]=1, predict the reactants needed to synthesize it. The reactants are: [Si:1]([O:18][CH2:19][CH2:20][O:21][CH2:22][CH2:23][O:24][CH2:25][CH2:26][O:27][CH2:28][CH2:29]O)([C:14]([CH3:17])([CH3:16])[CH3:15])([C:8]1[CH:13]=[CH:12][CH:11]=[CH:10][CH:9]=1)[C:2]1[CH:7]=[CH:6][CH:5]=[CH:4][CH:3]=1.C(Br)(Br)(Br)[Br:32].C1(P(C2C=CC=CC=2)C2C=CC=CC=2)C=CC=CC=1.